This data is from Forward reaction prediction with 1.9M reactions from USPTO patents (1976-2016). The task is: Predict the product of the given reaction. (1) Given the reactants Br[CH2:2][C:3]1[C:4]([F:15])=[CH:5][CH:6]=[C:7]2[C:12]=1[N:11]=[C:10]([O:13][CH3:14])[CH:9]=[N:8]2.B1(C=C)OB([CH:22]=[CH2:23])OB(C=C)O1.C1C=CN=CC=1.C(=O)([O-])[O-].[K+].[K+].C(OCC)(=O)C, predict the reaction product. The product is: [F:15][C:4]1[C:3]([CH2:2][CH:22]=[CH2:23])=[C:12]2[C:7]([N:8]=[CH:9][C:10]([O:13][CH3:14])=[N:11]2)=[CH:6][CH:5]=1. (2) Given the reactants [Cl:1][C:2]1[N:10]=[C:9]2[C:5]([N:6]=[CH:7][N:8]2[CH2:11][CH3:12])=[C:4]([N:13]2[CH2:18][CH2:17][O:16][CH2:15][CH2:14]2)[N:3]=1.CN(CCN(C)C)C.[Li]CCCC.CN([CH:35]=[O:36])C, predict the reaction product. The product is: [Cl:1][C:2]1[N:10]=[C:9]2[C:5]([N:6]=[C:7]([CH:35]=[O:36])[N:8]2[CH2:11][CH3:12])=[C:4]([N:13]2[CH2:14][CH2:15][O:16][CH2:17][CH2:18]2)[N:3]=1. (3) Given the reactants [CH2:1]([O:8][C:9]1[CH:10]=[CH:11][CH:12]=[C:13]2[C:17]=1[NH:16][C:15]([C:18]([OH:20])=O)=[CH:14]2)[C:2]1[CH:7]=[CH:6][CH:5]=[CH:4][CH:3]=1.Cl.[C:22]([S:41][CH2:42][CH2:43][NH2:44])([C:35]1[CH:40]=[CH:39][CH:38]=[CH:37][CH:36]=1)([C:29]1[CH:34]=[CH:33][CH:32]=[CH:31][CH:30]=1)[C:23]1[CH:28]=[CH:27][CH:26]=[CH:25][CH:24]=1.N1(O)C2C=CC=CC=2N=N1.Cl.CN(C)CCCN=C=NCC, predict the reaction product. The product is: [CH2:1]([O:8][C:9]1[CH:10]=[CH:11][CH:12]=[C:13]2[C:17]=1[NH:16][C:15]([C:18]([NH:44][CH2:43][CH2:42][S:41][C:22]([C:29]1[CH:34]=[CH:33][CH:32]=[CH:31][CH:30]=1)([C:23]1[CH:24]=[CH:25][CH:26]=[CH:27][CH:28]=1)[C:35]1[CH:40]=[CH:39][CH:38]=[CH:37][CH:36]=1)=[O:20])=[CH:14]2)[C:2]1[CH:3]=[CH:4][CH:5]=[CH:6][CH:7]=1. (4) Given the reactants [Si:1]([O:8][CH:9]1[CH2:14][CH:13]([CH3:15])[CH2:12][C:11]([C:16]2[CH:21]=[CH:20][N:19]=[CH:18][C:17]=2[NH2:22])=[CH:10]1)([C:4]([CH3:7])([CH3:6])[CH3:5])([CH3:3])[CH3:2].[Br:23][C:24]1[N:29]=[C:28]([C:30](O)=[O:31])[CH:27]=[CH:26][C:25]=1[F:33], predict the reaction product. The product is: [Br:23][C:24]1[N:29]=[C:28]([C:30]([NH:22][C:17]2[CH:18]=[N:19][CH:20]=[CH:21][C:16]=2[C:11]2[CH2:12][CH:13]([CH3:15])[CH2:14][CH:9]([O:8][Si:1]([C:4]([CH3:7])([CH3:5])[CH3:6])([CH3:3])[CH3:2])[CH:10]=2)=[O:31])[CH:27]=[CH:26][C:25]=1[F:33]. (5) Given the reactants CCN([CH:7]([CH3:9])[CH3:8])C(C)C.[SH:10][CH2:11][CH2:12][C:13]([O:15][CH2:16][CH:17]([CH2:22][CH3:23])[CH2:18][CH2:19][CH2:20][CH3:21])=[O:14].[O:24]1[CH2:29][CH2:28]OCC1, predict the reaction product. The product is: [O:24]=[C:29]1[C:28]2[C:17](=[CH:16][C:9]([S:10][CH2:11][CH2:12][C:13]([O:15][CH2:16][CH:17]([CH2:22][CH3:23])[CH2:18][CH2:19][CH2:20][CH3:21])=[O:14])=[CH:7][CH:8]=2)[CH2:18][CH2:19]1. (6) The product is: [NH2:1][C:4]1[CH:9]=[CH:8][C:7]([P:10](=[O:17])([O:11][CH2:12][CH3:13])[O:14][CH2:15][CH3:16])=[CH:6][CH:5]=1. Given the reactants [N+:1]([C:4]1[CH:9]=[CH:8][C:7]([P:10](=[O:17])([O:14][CH2:15][CH3:16])[O:11][CH2:12][CH3:13])=[CH:6][CH:5]=1)([O-])=O.[H][H], predict the reaction product.